Dataset: Forward reaction prediction with 1.9M reactions from USPTO patents (1976-2016). Task: Predict the product of the given reaction. (1) Given the reactants [F:1][C:2]([F:18])([F:17])[C:3]1[CH:16]=[CH:15][CH:14]=[CH:13][C:4]=1[C:5]([N:7]1[CH2:12][CH2:11][NH:10][CH2:9][CH2:8]1)=[O:6].Br[C:20]1[O:24][C:23]([C:25]([O:27][CH2:28][CH3:29])=[O:26])=[N:22][N:21]=1, predict the reaction product. The product is: [F:18][C:2]([F:1])([F:17])[C:3]1[CH:16]=[CH:15][CH:14]=[CH:13][C:4]=1[C:5]([N:7]1[CH2:8][CH2:9][N:10]([C:20]2[O:24][C:23]([C:25]([O:27][CH2:28][CH3:29])=[O:26])=[N:22][N:21]=2)[CH2:11][CH2:12]1)=[O:6]. (2) The product is: [S:29]1[C:33]2[CH:34]=[CH:35][C:36]([NH:38][C:7]3[C:6]([C:9]([N:11]4[CH2:16][CH2:15][CH:14]([C:17]5[CH:18]=[CH:19][C:20]([F:23])=[CH:21][CH:22]=5)[CH2:13][CH2:12]4)=[O:10])=[CH:5][N:4]([CH2:24][CH2:25][O:26][CH3:27])[C:3](=[O:28])[C:2]=3[Cl:1])=[CH:37][C:32]=2[N:31]=[CH:30]1. Given the reactants [Cl:1][C:2]1[C:3](=[O:28])[N:4]([CH2:24][CH2:25][O:26][CH3:27])[CH:5]=[C:6]([C:9]([N:11]2[CH2:16][CH2:15][CH:14]([C:17]3[CH:22]=[CH:21][C:20]([F:23])=[CH:19][CH:18]=3)[CH2:13][CH2:12]2)=[O:10])[C:7]=1Cl.[S:29]1[C:33]2[CH:34]=[CH:35][C:36]([NH2:38])=[CH:37][C:32]=2[N:31]=[CH:30]1, predict the reaction product. (3) Given the reactants [CH2:1]([O:3][CH2:4][C:5]1[N:6]([CH2:29][C:30]([OH:33])([CH3:32])[CH3:31])[C:7]2[C:16]3[CH:15]=[CH:14][C:13]([O:17][CH2:18][CH2:19][NH:20][C:21](=[O:27])[O:22][C:23]([CH3:26])([CH3:25])[CH3:24])=[CH:12][C:11]=3[N:10]=[CH:9][C:8]=2[N:28]=1)[CH3:2].C(OO)(=[O:36])C.C(O)(=O)C.S(S([O-])=O)([O-])(=O)=O.[Na+].[Na+], predict the reaction product. The product is: [CH2:1]([O:3][CH2:4][C:5]1[N:6]([CH2:29][C:30]([OH:33])([CH3:32])[CH3:31])[C:7]2[C:16]3[CH:15]=[CH:14][C:13]([O:17][CH2:18][CH2:19][NH:20][C:21](=[O:27])[O:22][C:23]([CH3:26])([CH3:24])[CH3:25])=[CH:12][C:11]=3[N+:10]([O-:36])=[CH:9][C:8]=2[N:28]=1)[CH3:2]. (4) Given the reactants CS[C:3](=[C:6]([C:9]#[N:10])[C:7]#[N:8])[S:4][CH3:5].[NH2:11][C:12]1[CH:16]=[CH:15][NH:14][N:13]=1, predict the reaction product. The product is: [NH2:8][C:7]1[N:13]2[N:14]=[CH:15][CH:16]=[C:12]2[N:11]=[C:3]([S:4][CH3:5])[C:6]=1[C:9]#[N:10]. (5) Given the reactants [OH:1][C:2]1[CH:7]=[CH:6][CH:5]=[CH:4][C:3]=1/[CH:8]=[C:9]1/[C:10](=[O:15])[NH:11][C:12](=S)[S:13]/1.[C:16]1([N:22]2[CH2:27][CH2:26][NH:25][CH2:24][CH2:23]2)[CH:21]=[CH:20][CH:19]=[CH:18][CH:17]=1, predict the reaction product. The product is: [OH:1][C:2]1[CH:7]=[CH:6][CH:5]=[CH:4][C:3]=1/[CH:8]=[C:9]1/[C:10](=[O:15])[N:11]=[C:12]([N:25]2[CH2:26][CH2:27][N:22]([C:16]3[CH:21]=[CH:20][CH:19]=[CH:18][CH:17]=3)[CH2:23][CH2:24]2)[S:13]/1. (6) Given the reactants Cl.Cl.C[N:4]1[CH2:9][CH2:8][N:7]([CH2:10][C:11]2[CH:16]=[CH:15][CH:14]=[CH:13][C:12]=2[C:17](=[O:31])/[CH:18]=[CH:19]/[C:20]2[CH:25]=[CH:24][C:23](/[CH:26]=[CH:27]/[C:28]([OH:30])=O)=[CH:22][CH:21]=2)C[CH2:5]1.C1C=CC2[N:40]([OH:41])N=NC=2C=1.[CH2:42](Cl)[CH2:43]Cl.NOC1CCCCO1, predict the reaction product. The product is: [OH:41][NH:40][C:28](=[O:30])/[CH:27]=[CH:26]/[C:23]1[CH:24]=[CH:25][C:20](/[CH:19]=[CH:18]/[C:17]([C:12]2[CH:13]=[CH:14][CH:15]=[CH:16][C:11]=2[CH2:10][N:7]2[CH2:43][CH2:42][N:4]([CH3:5])[CH2:9][CH2:8]2)=[O:31])=[CH:21][CH:22]=1. (7) Given the reactants [CH2:1]([O:8][CH2:9][CH2:10][C:11](=[O:13])[CH3:12])[C:2]1[CH:7]=[CH:6][CH:5]=[CH:4][CH:3]=1.[CH2:14](O)[CH2:15][OH:16].C(OCC)(OCC)OCC, predict the reaction product. The product is: [CH2:1]([O:8][CH2:9][CH2:10][C:11]1([CH3:12])[O:16][CH2:15][CH2:14][O:13]1)[C:2]1[CH:7]=[CH:6][CH:5]=[CH:4][CH:3]=1. (8) The product is: [NH2:27][C:23]1[N:24]=[CH:25][N:26]=[C:21]([NH:1][C@H:2]([C:5]2[N:14]([CH:15]3[CH2:16][CH2:17]3)[C:13](=[O:18])[C:12]3[C:7](=[CH:8][CH:9]=[CH:10][C:11]=3[Cl:19])[N:6]=2)[CH2:3][CH3:4])[C:22]=1[C:28]1[O:32][N:31]=[C:30]([CH3:33])[N:29]=1. Given the reactants [NH2:1][C@H:2]([C:5]1[N:14]([CH:15]2[CH2:17][CH2:16]2)[C:13](=[O:18])[C:12]2[C:7](=[CH:8][CH:9]=[CH:10][C:11]=2[Cl:19])[N:6]=1)[CH2:3][CH3:4].Cl[C:21]1[N:26]=[CH:25][N:24]=[C:23]([NH2:27])[C:22]=1[C:28]1[O:32][N:31]=[C:30]([CH3:33])[N:29]=1.CCN(C(C)C)C(C)C, predict the reaction product.